Dataset: Full USPTO retrosynthesis dataset with 1.9M reactions from patents (1976-2016). Task: Predict the reactants needed to synthesize the given product. (1) Given the product [OH:15][CH2:16][C@@H:17]1[N:22]([C:23]([O:25][C:26]([CH3:29])([CH3:28])[CH3:27])=[O:24])[CH2:21][C@H:20]2[C@@H:18]1[O:19]2, predict the reactants needed to synthesize it. The reactants are: OC[C@H]1C=CCN1C(OC(C)(C)C)=O.[OH:15][CH2:16][C@@H:17]1[N:22]([C:23]([O:25][C:26]([CH3:29])([CH3:28])[CH3:27])=[O:24])[CH2:21][C@@H:20]2[C@H:18]1[O:19]2. (2) Given the product [Cl:1][C:2]1[CH:7]=[C:6]2[NH:8][C:9](=[O:41])[C:10]3([CH:15]([C:16]4[CH:21]=[C:20]([Cl:22])[CH:19]=[CH:18][C:17]=4[O:23][C:24]([CH2:30][CH3:31])([C:27]([N:45]4[CH2:46][CH2:47][C@H:43]([OH:42])[CH2:44]4)=[O:29])[CH2:25][CH3:26])[CH2:14][C:13](=[O:32])[NH:12][CH:11]3[C:33]3[CH:38]=[C:37]([F:39])[CH:36]=[CH:35][C:34]=3[CH3:40])[C:5]2=[CH:4][CH:3]=1, predict the reactants needed to synthesize it. The reactants are: [Cl:1][C:2]1[CH:7]=[C:6]2[NH:8][C:9](=[O:41])[C:10]3([CH:15]([C:16]4[CH:21]=[C:20]([Cl:22])[CH:19]=[CH:18][C:17]=4[O:23][C:24]([CH2:30][CH3:31])([C:27]([OH:29])=O)[CH2:25][CH3:26])[CH2:14][C:13](=[O:32])[NH:12][CH:11]3[C:33]3[CH:38]=[C:37]([F:39])[CH:36]=[CH:35][C:34]=3[CH3:40])[C:5]2=[CH:4][CH:3]=1.[OH:42][C@H:43]1[CH2:47][CH2:46][NH:45][CH2:44]1.CN(C(ON1N=NC2C=CC=NC1=2)=[N+](C)C)C.F[P-](F)(F)(F)(F)F.O. (3) Given the product [CH3:1][O:2][C:3]1[CH:12]=[CH:11][C:10]([S:13](=[O:16])(=[O:15])[NH2:14])=[CH:9][C:4]=1[C:5]([OH:7])=[O:6], predict the reactants needed to synthesize it. The reactants are: [CH3:1][O:2][C:3]1[CH:12]=[CH:11][C:10]([S:13](=[O:16])(=[O:15])[NH2:14])=[CH:9][C:4]=1[C:5]([O:7]C)=[O:6].[OH-].[Na+].Cl. (4) Given the product [CH3:25][C:20]1[CH:19]=[C:18]([N:5]([CH2:6][CH2:7][C:8]2[CH:13]=[CH:12][C:11]([C:14]([F:17])([F:16])[F:15])=[CH:10][CH:9]=2)[C:3](=[O:4])[CH2:2][N:26]2[C:30]3[C:29](=[N:34][CH:33]=[CH:32][CH:31]=3)[N:28]=[CH:27]2)[CH:23]=[CH:22][C:21]=1[CH3:24], predict the reactants needed to synthesize it. The reactants are: Br[CH2:2][C:3]([N:5]([C:18]1[CH:23]=[CH:22][C:21]([CH3:24])=[C:20]([CH3:25])[CH:19]=1)[CH2:6][CH2:7][C:8]1[CH:13]=[CH:12][C:11]([C:14]([F:17])([F:16])[F:15])=[CH:10][CH:9]=1)=[O:4].[N:26]1[C:30]2[CH:31]=[CH:32][CH:33]=[N:34][C:29]=2[NH:28][CH:27]=1. (5) Given the product [NH2:1][C:2]1[N:3]=[C:5]([NH:4][C:7]2[CH:8]=[CH:9][C:10]([O:11][CH2:12][CH2:13][N:14]3[CH2:15][CH2:16][CH2:17][CH2:18]3)=[CH:19][CH:20]=2)[S:6][C:22]=1[C:23]([C:25]1[CH:26]=[CH:27][C:28]2[O:32][CH2:31][CH:30]([CH3:33])[C:29]=2[CH:34]=1)=[O:24], predict the reactants needed to synthesize it. The reactants are: [N:1]#[C:2][NH2:3].[N:4]([C:7]1[CH:20]=[CH:19][C:10]([O:11][CH2:12][CH2:13][N:14]2[CH2:18][CH2:17][CH2:16][CH2:15]2)=[CH:9][CH:8]=1)=[C:5]=[S:6].Br[CH2:22][C:23]([C:25]1[CH:26]=[CH:27][C:28]2[O:32][CH2:31][CH:30]([CH3:33])[C:29]=2[CH:34]=1)=[O:24].